The task is: Regression. Given a target protein amino acid sequence and a drug SMILES string, predict the binding affinity score between them. We predict pIC50 (pIC50 = -log10(IC50 in M); higher means more potent). Dataset: bindingdb_ic50.. This data is from Drug-target binding data from BindingDB using IC50 measurements. (1) The compound is CCC(=O)CCCCCc1[nH]c(O)c2n(c(O)c([C@@H](C)CC)[nH]c(=O)c(CC(O)c3ccccc3[N+](=O)[O-])nc1O)CCCC2. The target protein sequence is MAKRVSYFYDGDIGSYYYGPGHPMKPQRIRMAHNLILSYDLYKHMEIYKPHKSPQSELVYFHEEDYINFLSSINPDNSKDFGLQLKRFNLGETTDCPVFDGLFEFQQICAGGSIDGAYKLNNEQSDICINWSGGLHHAKRSEASGFCYINDIVLGILELLKYHARVMYIDIDVHHGDGVEEAFYLSHRVLTVSFHKFGEFFPGTGDITDIGVAQGKYYSVNVPLNDGIDDDSFLSLFKPIISKCIEVYRPGAIVLQCGADSVRGDRLGRFNLSIKGHAECVEFCKKFNIPLLILGGGGYTIRNVARTWAYETATILDRTDLISDNIPLNDYYDYFAPDFKLHIPPLNLPNMNSPEHLEKIKAKVIDNLRYLEHAPGVEFAYVPSDFFDREASNLQKQEDEEREEELSSWQGGGRAAGSTESQGNHNEKPKSSRKLQKEHASEFY. The pIC50 is 7.5. (2) The small molecule is Cn1c(-c2cc3ccccc3n2CC(F)(F)F)nc2cc(C(=O)N3CCC[C@@H](N)C3)ccc21. The target protein (Q9UM07) has sequence MAQGTLIRVTPEQPTHAVCVLGTLTQLDICSSAPEDCTSFSINASPGVVVDIAHGPPAKKKSTGSSTWPLDPGVEVTLTMKVASGSTGDQKVQISYYGPKTPPVKALLYLTGVEISLCADITRTGKVKPTRAVKDQRTWTWGPCGQGAILLVNCDRDNLESSAMDCEDDEVLDSEDLQDMSLMTLSTKTPKDFFTNHTLVLHVARSEMDKVRVFQATRGKLSSKCSVVLGPKWPSHYLMVPGGKHNMDFYVEALAFPDTDFPGLITLTISLLDTSNLELPEAVVFQDSVVFRVAPWIMTPNTQPPQEVYACSIFENEDFLKSVTTLAMKAKCKLTICPEEENMDDQWMQDEMEIGYIQAPHKTLPVVFDSPRNRGLKEFPIKRVMGPDFGYVTRGPQTGGISGLDSFGNLEVSPPVTVRGKEYPLGRILFGDSCYPSNDSRQMHQALQDFLSAQQVQAPVKLYSDWLSVGHVDEFLSFVPAPDRKGFRLLLASPRSCYKL.... The pIC50 is 6.8.